Predict which catalyst facilitates the given reaction. From a dataset of Catalyst prediction with 721,799 reactions and 888 catalyst types from USPTO. (1) Reactant: Cl.[F:2][C@@H:3]1[CH2:7][CH2:6][NH:5][CH2:4]1.C(=O)([O-])[O-].[K+].[K+].Br[CH2:15][CH2:16][O:17][C:18]1[CH:19]=[N:20][C:21]2[C:26]([CH:27]=1)=[N:25][CH:24]=[CH:23][C:22]=2[Cl:28].[I-].[Na+]. Product: [Cl:28][C:22]1[CH:23]=[CH:24][N:25]=[C:26]2[C:21]=1[N:20]=[CH:19][C:18]([O:17][CH2:16][CH2:15][N:5]1[CH2:6][CH2:7][C@@H:3]([F:2])[CH2:4]1)=[CH:27]2. The catalyst class is: 3. (2) Reactant: Cl[C:2]1[N:27]=[CH:26][CH:25]=[CH:24][C:3]=1[C:4]([NH:6][C@H:7]1[CH2:12][CH2:11][C@@H:10]([NH:13][C:14]2[N:19]=[C:18]([N:20]([CH3:22])[CH3:21])[C:17]([CH3:23])=[CH:16][N:15]=2)[CH2:9][CH2:8]1)=[O:5].[CH3:28][C:29]([SH:32])([CH3:31])[CH3:30].C([O-])([O-])=O.[Cs+].[Cs+]. Product: [C:29]([S:32][C:2]1[N:27]=[CH:26][CH:25]=[CH:24][C:3]=1[C:4]([NH:6][C@H:7]1[CH2:12][CH2:11][C@@H:10]([NH:13][C:14]2[N:19]=[C:18]([N:20]([CH3:22])[CH3:21])[C:17]([CH3:23])=[CH:16][N:15]=2)[CH2:9][CH2:8]1)=[O:5])([CH3:31])([CH3:30])[CH3:28]. The catalyst class is: 258.